Dataset: TCR-epitope binding with 47,182 pairs between 192 epitopes and 23,139 TCRs. Task: Binary Classification. Given a T-cell receptor sequence (or CDR3 region) and an epitope sequence, predict whether binding occurs between them. Result: 1 (the TCR binds to the epitope). The TCR CDR3 sequence is CSVEDLGVRGTYEQYF. The epitope is HTTDPSFLGRY.